From a dataset of Reaction yield outcomes from USPTO patents with 853,638 reactions. Predict the reaction yield, written as a fraction of the theoretical maximum amount of product (1.0 means a 100% yield; for example, 0.34 means a 34% yield). (1) The reactants are [CH:1]1([C:4]2[C:13](/[CH:14]=[CH:15]/[C@H:16]3[O:21][C:20](=[O:22])[CH2:19][C@H:18]([OH:23])[CH2:17]3)=[C:12]([C:24]3[CH:29]=[CH:28][C:27]([F:30])=[CH:26][CH:25]=3)[C:11]3[C:6](=[CH:7][CH:8]=[CH:9][CH:10]=3)[N:5]=2)[CH2:3][CH2:2]1.[OH-:31].[Ca+2].[OH-]. The catalyst is O. The product is [CH:1]1([C:4]2[C:13](/[CH:14]=[CH:15]/[C@@H:16]([OH:31])[CH2:17][C@@H:18]([OH:23])[CH2:19][C:20]([OH:21])=[O:22])=[C:12]([C:24]3[CH:29]=[CH:28][C:27]([F:30])=[CH:26][CH:25]=3)[C:11]3[C:6](=[CH:7][CH:8]=[CH:9][CH:10]=3)[N:5]=2)[CH2:3][CH2:2]1. The yield is 0.910. (2) The reactants are [C:1]1([CH2:7][C:8](Cl)=[O:9])[CH:6]=[CH:5][CH:4]=[CH:3][CH:2]=1.[S-:11][C:12]#[N:13].[K+].[NH2:15][C:16]1[CH:37]=[CH:36][C:19]([O:20][C:21]2[N:26]=[CH:25][N:24]=[C:23]([NH:27][C:28]([N:30]3[CH2:35][CH2:34][CH2:33][CH2:32][CH2:31]3)=[O:29])[CH:22]=2)=[C:18]([F:38])[CH:17]=1.CCCCCC. The catalyst is C(#N)C.C(OCC)C. The product is [F:38][C:18]1[CH:17]=[C:16]([NH:15][C:12]([NH:13][C:8](=[O:9])[CH2:7][C:1]2[CH:6]=[CH:5][CH:4]=[CH:3][CH:2]=2)=[S:11])[CH:37]=[CH:36][C:19]=1[O:20][C:21]1[N:26]=[CH:25][N:24]=[C:23]([NH:27][C:28]([N:30]2[CH2:35][CH2:34][CH2:33][CH2:32][CH2:31]2)=[O:29])[CH:22]=1. The yield is 0.508. (3) The product is [Br:1][C:2]1[CH:3]=[C:4]2[N:10]([CH2:20][CH:17]3[CH2:19][CH2:18]3)[CH:9]=[N:8][C:5]2=[N:6][CH:7]=1. The catalyst is CN(C=O)C. The reactants are [Br:1][C:2]1[CH:3]=[C:4]2[N:10]=[CH:9][NH:8][C:5]2=[N:6][CH:7]=1.C(=O)([O-])[O-].[Cs+].[Cs+].[CH:17]1([CH2:20]Br)[CH2:19][CH2:18]1. The yield is 0.520. (4) The reactants are [Cl:1][C:2]1[C:7]([NH:8][NH2:9])=[N:6][CH:5]=[CH:4][N:3]=1.[F:10][C:11]([F:22])([F:21])[C:12](O[C:12](=[O:13])[C:11]([F:22])([F:21])[F:10])=[O:13]. The catalyst is C1COCC1.O. The product is [Cl:1][C:2]1[C:7]([NH:8][NH:9][C:12](=[O:13])[C:11]([F:22])([F:21])[F:10])=[N:6][CH:5]=[CH:4][N:3]=1. The yield is 0.870. (5) The reactants are [Br:1][C:2]1[CH:3]=[N:4][N:5]([CH3:16])[C:6]=1[C:7]1[CH:8]=[C:9]([C:13]([OH:15])=O)[S:10][C:11]=1[CH3:12].[NH2:17][C@@H:18]([CH2:31][C:32]1[CH:37]=[CH:36][CH:35]=[C:34]([C:38]([F:41])([F:40])[F:39])[CH:33]=1)[CH2:19][N:20]1[C:28](=[O:29])[C:27]2[C:22](=[CH:23][CH:24]=[CH:25][CH:26]=2)[C:21]1=[O:30].CC(OC(N[C@H](C(O)=O)CC1C=CC=CC=1C(F)(F)F)=O)(C)C.C1CN([P+](Br)(N2CCCC2)N2CCCC2)CC1.F[P-](F)(F)(F)(F)F.CCN(C(C)C)C(C)C. The catalyst is C(Cl)(Cl)Cl. The product is [Br:1][C:2]1[CH:3]=[N:4][N:5]([CH3:16])[C:6]=1[C:7]1[CH:8]=[C:9]([C:13]([NH:17][C@@H:18]([CH2:31][C:32]2[CH:37]=[CH:36][CH:35]=[C:34]([C:38]([F:41])([F:39])[F:40])[CH:33]=2)[CH2:19][N:20]2[C:21](=[O:30])[C:22]3[C:27](=[CH:26][CH:25]=[CH:24][CH:23]=3)[C:28]2=[O:29])=[O:15])[S:10][C:11]=1[CH3:12]. The yield is 0.690. (6) The yield is 0.910. The reactants are [CH3:1][O:2][C:3]([C:5]1[S:6][C:7]([C:11]2[CH:16]=[CH:15][CH:14]=[CH:13][CH:12]=2)=[CH:8][C:9]=1[NH2:10])=[O:4].[Cl:17][C:18]1[CH:26]=[CH:25][C:21]([C:22](Cl)=[O:23])=[CH:20][CH:19]=1. The product is [CH3:1][O:2][C:3]([C:5]1[S:6][C:7]([C:11]2[CH:16]=[CH:15][CH:14]=[CH:13][CH:12]=2)=[CH:8][C:9]=1[NH:10][C:22](=[O:23])[C:21]1[CH:25]=[CH:26][C:18]([Cl:17])=[CH:19][CH:20]=1)=[O:4]. The catalyst is N1C=CC=CC=1. (7) The reactants are C(OC([NH:8][C:9]1[S:13][C:12]([C:14]2[C:19]([F:20])=[CH:18][CH:17]=[CH:16][C:15]=2[F:21])=[N:11][C:10]=1[C:22]([NH:24][C:25]1[CH:26]=[N:27][N:28]([CH2:44][C:45]([F:48])([F:47])[F:46])[C:29]=1[N:30]1[CH2:35][CH2:34][N:33](C(OC(C)(C)C)=O)[C@H:32]([CH3:43])[CH2:31]1)=[O:23])=O)(C)(C)C.N. The catalyst is Cl.CO.CO. The product is [NH2:8][C:9]1[S:13][C:12]([C:14]2[C:15]([F:21])=[CH:16][CH:17]=[CH:18][C:19]=2[F:20])=[N:11][C:10]=1[C:22]([NH:24][C:25]1[CH:26]=[N:27][N:28]([CH2:44][C:45]([F:47])([F:48])[F:46])[C:29]=1[N:30]1[CH2:35][CH2:34][NH:33][C@H:32]([CH3:43])[CH2:31]1)=[O:23]. The yield is 0.560.